This data is from Full USPTO retrosynthesis dataset with 1.9M reactions from patents (1976-2016). The task is: Predict the reactants needed to synthesize the given product. (1) Given the product [C:1](=[C:4]([Si:12]([O:19][CH2:20][CH3:21])([O:16][CH2:17][CH3:18])[O:13][CH2:14][CH3:15])[F:5])([F:3])[F:2], predict the reactants needed to synthesize it. The reactants are: [C:1](=[C:4](Cl)[F:5])([F:3])[F:2].[Li]C(CC)C.[Si:12](OCC)([O:19][CH2:20][CH3:21])([O:16][CH2:17][CH3:18])[O:13][CH2:14][CH3:15]. (2) Given the product [C:20]([O:19][C:17]([NH:16][CH2:15][CH2:14][CH2:13][CH2:12][C:9]1[CH:8]=[CH:7][C:6]([C:5]([OH:24])=[O:4])=[CH:11][CH:10]=1)=[O:18])([CH3:23])([CH3:21])[CH3:22], predict the reactants needed to synthesize it. The reactants are: [OH-].[Na+].C[O:4][C:5](=[O:24])[C:6]1[CH:11]=[CH:10][C:9]([CH2:12][CH2:13][CH2:14][CH2:15][NH:16][C:17]([O:19][C:20]([CH3:23])([CH3:22])[CH3:21])=[O:18])=[CH:8][CH:7]=1. (3) Given the product [CH3:2][O:3][C:4](=[O:15])[C@H:5]([CH2:7][C:8]1[CH:9]=[CH:10][C:11]([OH:14])=[CH:12][CH:13]=1)[NH2:6], predict the reactants needed to synthesize it. The reactants are: Cl.[CH3:2][O:3][C:4](=[O:15])[C@H:5]([CH2:7][C:8]1[CH:13]=[CH:12][C:11]([OH:14])=[CH:10][CH:9]=1)[NH2:6].C(N(CC)CC)C. (4) Given the product [Br:1][C:2]1[CH:6]=[CH:5][S:4][C:3]=1[C:7]([NH:13][C:12]1[CH:14]=[CH:15][C:16]([O:19][CH3:20])=[C:17]([F:18])[C:11]=1[F:10])=[O:9], predict the reactants needed to synthesize it. The reactants are: [Br:1][C:2]1[CH:6]=[CH:5][S:4][C:3]=1[C:7]([OH:9])=O.[F:10][C:11]1[C:17]([F:18])=[C:16]([O:19][CH3:20])[CH:15]=[CH:14][C:12]=1[NH2:13].